Dataset: Full USPTO retrosynthesis dataset with 1.9M reactions from patents (1976-2016). Task: Predict the reactants needed to synthesize the given product. (1) Given the product [N:1]1([CH2:6][C:7]2[CH:12]=[CH:11][C:10]([CH2:13][CH2:14][NH2:15])=[CH:9][CH:8]=2)[CH2:5][CH2:4][CH2:3][CH2:2]1, predict the reactants needed to synthesize it. The reactants are: [N:1]1([CH2:6][C:7]2[CH:12]=[CH:11][C:10]([CH2:13][C:14]#[N:15])=[CH:9][CH:8]=2)[CH2:5][CH2:4][CH2:3][CH2:2]1.[H][H]. (2) The reactants are: C(O[C:5]1[CH:6]=[C:7]([CH:18]=[C:19]([C:21](=[O:29])[NH:22][C:23]2[CH:27]=[CH:26][N:25]([CH3:28])[N:24]=2)[CH:20]=1)[O:8][C:9]1[CH:10]=CC(C(O)=O)=N[CH:14]=1)(C)C.CCN=C=NCCCN(C)C.ON1C2N=CC=CC=2N=N1.N(C(OC(C)(C)C)=O)N.FC(F)(F)C(O)=O. Given the product [CH:9]([O:8][C:7]1[CH:6]=[CH:5][CH:20]=[C:19]([CH:18]=1)[C:21]([NH:22][C:23]1[CH:27]=[CH:26][N:25]([CH3:28])[N:24]=1)=[O:29])([CH3:10])[CH3:14], predict the reactants needed to synthesize it.